Dataset: Full USPTO retrosynthesis dataset with 1.9M reactions from patents (1976-2016). Task: Predict the reactants needed to synthesize the given product. Given the product [CH2:12]([O:11][C:4]1[C:5]([OH:10])=[C:6]([CH:9]=[C:2]([C:15]2[S:14][CH:18]=[CH:17][CH:16]=2)[CH:3]=1)[CH:7]=[O:8])[CH3:13], predict the reactants needed to synthesize it. The reactants are: Br[C:2]1[CH:3]=[C:4]([O:11][CH2:12][CH3:13])[C:5]([OH:10])=[C:6]([CH:9]=1)[CH:7]=[O:8].[S:14]1[CH:18]=[CH:17][CH:16]=[C:15]1B(O)O.